Predict the product of the given reaction. From a dataset of Forward reaction prediction with 1.9M reactions from USPTO patents (1976-2016). (1) Given the reactants FC1C=CC(C2C=NC(N3CCN(S(C[C@H](C(C)C)C(O)=O)(=O)=[O:21])CC3)=NC=2)=CC=1.C([C@@H]1COC(=O)N1[C:44](=[O:72])[C@H:45]([CH2:49][S:50]([N:53]1[CH2:58][CH2:57][CH:56]([C:59]2[N:64]=[CH:63][C:62]([C:65]3[CH:70]=[CH:69][C:68]([Cl:71])=[CH:67][CH:66]=3)=[CH:61][N:60]=2)[CH2:55][CH2:54]1)(=[O:52])=[O:51])[CH:46]([CH3:48])[CH3:47])C1C=CC=CC=1, predict the reaction product. The product is: [Cl:71][C:68]1[CH:67]=[CH:66][C:65]([C:62]2[CH:61]=[N:60][C:59]([CH:56]3[CH2:57][CH2:58][N:53]([S:50]([CH2:49][C@H:45]([CH:46]([CH3:48])[CH3:47])[C:44]([OH:21])=[O:72])(=[O:51])=[O:52])[CH2:54][CH2:55]3)=[N:64][CH:63]=2)=[CH:70][CH:69]=1. (2) Given the reactants [CH3:1][C:2]1[C:6]([CH2:7][O:8][C:9]2[CH:14]=[CH:13][C:12]([CH2:15][C:16]([OH:18])=O)=[CH:11][C:10]=2[C:19]([O:21][CH3:22])=[O:20])=[C:5]([CH3:23])[O:4][N:3]=1.[CH3:24][C:25]1[CH:30]=[C:29]([CH3:31])[CH:28]=[CH:27][C:26]=1[CH:32]([C:34]1[CH:39]=[CH:38][CH:37]=[CH:36][CH:35]=1)[NH2:33], predict the reaction product. The product is: [CH3:1][C:2]1[C:6]([CH2:7][O:8][C:9]2[CH:14]=[CH:13][C:12]([CH2:15][C:16]([NH:33][CH:32]([C:26]3[CH:27]=[CH:28][C:29]([CH3:31])=[CH:30][C:25]=3[CH3:24])[C:34]3[CH:35]=[CH:36][CH:37]=[CH:38][CH:39]=3)=[O:18])=[CH:11][C:10]=2[C:19]([O:21][CH3:22])=[O:20])=[C:5]([CH3:23])[O:4][N:3]=1. (3) Given the reactants C[O:2][C:3](=O)[CH2:4][C:5]([F:8])([F:7])[F:6].O.[NH2:11][NH2:12], predict the reaction product. The product is: [F:6][C:5]([F:8])([F:7])[CH2:4][C:3]([NH:11][NH2:12])=[O:2].